Task: Predict the reactants needed to synthesize the given product.. Dataset: Full USPTO retrosynthesis dataset with 1.9M reactions from patents (1976-2016) (1) Given the product [Cl:42][C:43]1[CH:48]=[CH:47][C:46]([CH2:49][CH2:50][O:51][C:2]2[N:3]=[C:4]([NH2:41])[C:5]3[N:6]=[CH:7][N:8]([C:39]=3[N:40]=2)[C@@H:9]2[O:38][C@H:28]([CH2:29][OH:30])[C@@H:19]([OH:20])[C@H:10]2[OH:11])=[CH:45][CH:44]=1, predict the reactants needed to synthesize it. The reactants are: Cl[C:2]1[N:3]=[C:4]([NH2:41])[C:5]2[N:6]=[CH:7][N:8]([C:39]=2[N:40]=1)[C@@H:9]1[O:38][C@H:28]([CH2:29][O:30][Si](CC)(CC)CC)[C@@H:19]([O:20][Si](CC)(CC)CC)[C@H:10]1[O:11][Si](CC)(CC)CC.[Cl:42][C:43]1[CH:48]=[CH:47][C:46]([CH2:49][CH2:50][OH:51])=[CH:45][CH:44]=1. (2) Given the product [CH3:38][C:39]1[C:43]([C:23]2[CH:24]=[C:19]([C:17]([NH:16][CH2:15][C:13]3[O:12][N:11]=[C:10]([CH2:9][CH2:8][OH:7])[CH:14]=3)=[O:18])[C:20](=[O:37])[N:21]([C:27]3[CH:32]=[CH:31][CH:30]=[C:29]([C:33]([F:36])([F:35])[F:34])[CH:28]=3)[C:22]=2[CH3:26])=[C:42]([CH3:47])[O:41][N:40]=1, predict the reactants needed to synthesize it. The reactants are: O1CCCCC1[O:7][CH2:8][CH2:9][C:10]1[CH:14]=[C:13]([CH2:15][NH:16][C:17]([C:19]2[C:20](=[O:37])[N:21]([C:27]3[CH:32]=[CH:31][CH:30]=[C:29]([C:33]([F:36])([F:35])[F:34])[CH:28]=3)[C:22]([CH3:26])=[C:23](I)[CH:24]=2)=[O:18])[O:12][N:11]=1.[CH3:38][C:39]1[C:43](B(O)O)=[C:42]([CH3:47])[O:41][N:40]=1.C([O-])([O-])=O.[Na+].[Na+]. (3) Given the product [Cl:1][C:2]1[N:3]=[C:4]([N:18]2[CH2:19][CH2:20][O:21][CH2:22][CH2:23]2)[C:5]2[S:10][C:9]([CH2:11][N:12]3[CH2:17][CH2:16][N:15]([S:27]([CH:24]([CH3:26])[CH3:25])(=[O:29])=[O:28])[CH2:14][CH2:13]3)=[CH:8][C:6]=2[N:7]=1, predict the reactants needed to synthesize it. The reactants are: [Cl:1][C:2]1[N:3]=[C:4]([N:18]2[CH2:23][CH2:22][O:21][CH2:20][CH2:19]2)[C:5]2[S:10][C:9]([CH2:11][N:12]3[CH2:17][CH2:16][NH:15][CH2:14][CH2:13]3)=[CH:8][C:6]=2[N:7]=1.[CH:24]([S:27](Cl)(=[O:29])=[O:28])([CH3:26])[CH3:25].C(N(CC)CC)C. (4) The reactants are: N[CH2:2][CH:3]1[O:7][CH:6]([O:8][CH:9]([CH:49]2[CH:53]([OH:54])[CH:52]([OH:55])[CH:51]([N:56]3[CH:61]=[CH:60][C:59](=[O:62])[NH:58][C:57]3=[O:63])[O:50]2)[CH:10]([C:46]([OH:48])=[O:47])[NH:11][CH2:12][CH2:13][CH2:14][NH:15][C:16](=[O:45])[CH:17]([CH:40]([OH:44])[CH:41]([CH3:43])[CH3:42])[NH:18][C:19](=[O:39])[CH:20]([CH:32]2[CH2:37][CH2:36][NH:35][C:34](=[NH:38])[NH:33]2)[NH:21][C:22](=[O:31])[NH:23][CH:24]([CH:28]([CH3:30])[CH3:29])[C:25]([OH:27])=[O:26])[CH:5]([O:64][CH3:65])[CH:4]1[OH:66].[CH:67](=O)[C:68]1[CH:73]=[CH:72][CH:71]=[CH:70][CH:69]=1.[BH3-][C:76]#[N:77].[Na+].Cl. Given the product [CH2:67]([N:11]([CH:10]([C@@H:9]([O:8][CH:6]1[C@H:5]([O:64][CH3:65])[C@@H:4]([OH:66])[C@@H:3]([CH2:2][NH:77][CH2:76][C:68]2[CH:73]=[CH:72][CH:71]=[CH:70][CH:69]=2)[O:7]1)[C@@H:49]1[C@@H:53]([OH:54])[C@@H:52]([OH:55])[C@H:51]([N:56]2[CH:61]=[CH:60][C:59](=[O:62])[NH:58][C:57]2=[O:63])[O:50]1)[C:46]([OH:48])=[O:47])[CH2:12][CH2:13][CH2:14][NH:15][C:16](=[O:45])[CH:17]([CH:40]([OH:44])[CH:41]([CH3:43])[CH3:42])[NH:18][C:19](=[O:39])[CH:20]([CH:32]1[CH2:37][CH2:36][NH:35][C:34](=[NH:38])[NH:33]1)[NH:21][C:22](=[O:31])[NH:23][CH:24]([CH:28]([CH3:30])[CH3:29])[C:25]([OH:27])=[O:26])[C:68]1[CH:73]=[CH:72][CH:71]=[CH:70][CH:69]=1, predict the reactants needed to synthesize it. (5) Given the product [ClH:28].[CH3:1][C:2]1([C:17]2[CH:18]=[C:19]([NH:23][S:25]([CH3:24])(=[O:27])=[O:26])[CH:20]=[CH:21][CH:22]=2)[CH:3]2[CH:7]1[CH2:6][N:5]([CH2:8][CH2:9][CH2:10][C:11]1[CH:16]=[CH:15][CH:14]=[CH:13][CH:12]=1)[CH2:4]2, predict the reactants needed to synthesize it. The reactants are: [CH3:1][C:2]1([C:17]2[CH:18]=[C:19]([NH2:23])[CH:20]=[CH:21][CH:22]=2)[CH:7]2[CH:3]1[CH2:4][N:5]([CH2:8][CH2:9][CH2:10][C:11]1[CH:16]=[CH:15][CH:14]=[CH:13][CH:12]=1)[CH2:6]2.[CH3:24][S:25]([Cl:28])(=[O:27])=[O:26]. (6) Given the product [Cl:1][C:2]1[CH:11]=[C:10]2[C:5]([CH:6]=[C:7]([C:25]3[NH:29][C:28](=[O:30])[NH:27][N:26]=3)[N:8]=[C:9]2[O:12][C@H:13]2[CH2:17][CH2:16][NH:15][CH2:14]2)=[CH:4][CH:3]=1, predict the reactants needed to synthesize it. The reactants are: [Cl:1][C:2]1[CH:11]=[C:10]2[C:5]([CH:6]=[C:7]([C:25]3[NH:29][C:28](=[O:30])[NH:27][N:26]=3)[N:8]=[C:9]2[O:12][C@H:13]2[CH2:17][CH2:16][N:15](C(OC(C)(C)C)=O)[CH2:14]2)=[CH:4][CH:3]=1. (7) Given the product [CH3:38][C:6]1([CH3:37])[C:5](=[O:39])[N:4]([CH2:3][CH2:2][NH:1][CH:42]([C:41]([F:47])([F:46])[F:40])[CH2:43][CH3:44])[C:9]2[CH:10]=[C:11]([C:18]([N:20]([CH:34]([CH3:35])[CH3:36])[C@@H:21]3[CH2:26][CH2:25][CH2:24][N:23]([C:27]([O:29][C:30]([CH3:31])([CH3:32])[CH3:33])=[O:28])[CH2:22]3)=[O:19])[C:12]([C:14]([F:15])([F:17])[F:16])=[CH:13][C:8]=2[O:7]1, predict the reactants needed to synthesize it. The reactants are: [NH2:1][CH2:2][CH2:3][N:4]1[C:9]2[CH:10]=[C:11]([C:18]([N:20]([CH:34]([CH3:36])[CH3:35])[C@@H:21]3[CH2:26][CH2:25][CH2:24][N:23]([C:27]([O:29][C:30]([CH3:33])([CH3:32])[CH3:31])=[O:28])[CH2:22]3)=[O:19])[C:12]([C:14]([F:17])([F:16])[F:15])=[CH:13][C:8]=2[O:7][C:6]([CH3:38])([CH3:37])[C:5]1=[O:39].[F:40][C:41]([F:47])([F:46])[C:42](=O)[CH2:43][CH3:44].C(N(C(C)C)CC)(C)C.C([BH3-])#N.[Na+].C(=O)([O-])O.[Na+]. (8) Given the product [CH2:10]([C:7]1[CH:6]=[CH:5][C:4]([CH2:3][CH2:2][I:1])=[CH:9][CH:8]=1)[CH2:11][CH2:12][CH2:13][CH2:14][CH2:15][CH2:16][CH3:17], predict the reactants needed to synthesize it. The reactants are: [I:1][CH2:2][CH2:3][C:4]1[CH:9]=[CH:8][C:7]([C:10](=O)[CH2:11][CH2:12][CH2:13][CH2:14][CH2:15][CH2:16][CH3:17])=[CH:6][CH:5]=1.C([SiH](CC)CC)C. (9) Given the product [CH3:1][O:2][CH2:3][CH2:4][CH2:5][C:6]1[CH:7]=[C:8]([CH:13]=[C:14]([CH2:16][CH2:17][CH2:18][O:19][CH3:20])[CH:15]=1)[C:9]([O:11][CH3:12])=[O:10], predict the reactants needed to synthesize it. The reactants are: [CH3:1][O:2][CH2:3]/[CH:4]=[CH:5]/[C:6]1[CH:7]=[C:8]([CH:13]=[C:14](/[CH:16]=[CH:17]/[CH2:18][O:19][CH3:20])[CH:15]=1)[C:9]([O:11][CH3:12])=[O:10].C1(C)C=CC=CC=1.C1(S(NN)(=O)=O)C=CC=CC=1. (10) Given the product [Cl:1][C:2]1[CH:7]=[CH:6][CH:5]=[C:4]([Cl:8])[C:3]=1[N:9]1[C:14]([S:15]([CH2:16][CH3:17])=[O:36])=[C:13]([C:18](=[O:26])[C:19]2[CH:20]=[CH:21][C:22]([F:25])=[CH:23][CH:24]=2)[CH:12]=[CH:11][C:10]1=[O:27], predict the reactants needed to synthesize it. The reactants are: [Cl:1][C:2]1[CH:7]=[CH:6][CH:5]=[C:4]([Cl:8])[C:3]=1[N:9]1[C:14]([S:15][CH2:16][CH3:17])=[C:13]([C:18](=[O:26])[C:19]2[CH:24]=[CH:23][C:22]([F:25])=[CH:21][CH:20]=2)[CH:12]=[CH:11][C:10]1=[O:27].ClC1C=CC=C(C(OO)=[O:36])C=1.